From a dataset of NCI-60 drug combinations with 297,098 pairs across 59 cell lines. Regression. Given two drug SMILES strings and cell line genomic features, predict the synergy score measuring deviation from expected non-interaction effect. (1) Drug 1: C1=CC(=CC=C1CCCC(=O)O)N(CCCl)CCCl. Drug 2: CC1=C(C=C(C=C1)NC(=O)C2=CC=C(C=C2)CN3CCN(CC3)C)NC4=NC=CC(=N4)C5=CN=CC=C5. Cell line: NCI-H322M. Synergy scores: CSS=-5.36, Synergy_ZIP=-0.122, Synergy_Bliss=-6.44, Synergy_Loewe=-12.7, Synergy_HSA=-8.87. (2) Drug 1: C1=CC(=CC=C1CCC2=CNC3=C2C(=O)NC(=N3)N)C(=O)NC(CCC(=O)O)C(=O)O. Drug 2: CCC1=C2CN3C(=CC4=C(C3=O)COC(=O)C4(CC)O)C2=NC5=C1C=C(C=C5)O. Cell line: HL-60(TB). Synergy scores: CSS=80.8, Synergy_ZIP=5.59, Synergy_Bliss=4.72, Synergy_Loewe=1.75, Synergy_HSA=8.02. (3) Drug 1: CC1OCC2C(O1)C(C(C(O2)OC3C4COC(=O)C4C(C5=CC6=C(C=C35)OCO6)C7=CC(=C(C(=C7)OC)O)OC)O)O. Drug 2: COC1=C2C(=CC3=C1OC=C3)C=CC(=O)O2. Cell line: NCI-H226. Synergy scores: CSS=11.2, Synergy_ZIP=-5.27, Synergy_Bliss=-3.71, Synergy_Loewe=-14.1, Synergy_HSA=-6.31. (4) Drug 1: C1=C(C(=O)NC(=O)N1)F. Drug 2: CC1=C(C=C(C=C1)C(=O)NC2=CC(=CC(=C2)C(F)(F)F)N3C=C(N=C3)C)NC4=NC=CC(=N4)C5=CN=CC=C5. Cell line: HCT-15. Synergy scores: CSS=43.6, Synergy_ZIP=1.65, Synergy_Bliss=0.0548, Synergy_Loewe=-2.64, Synergy_HSA=-1.43. (5) Drug 1: C1=CC(=C2C(=C1NCCNCCO)C(=O)C3=C(C=CC(=C3C2=O)O)O)NCCNCCO. Drug 2: C1CC(C1)(C(=O)O)C(=O)O.[NH2-].[NH2-].[Pt+2]. Cell line: HOP-92. Synergy scores: CSS=51.8, Synergy_ZIP=-3.00, Synergy_Bliss=-3.73, Synergy_Loewe=-0.0507, Synergy_HSA=2.17. (6) Drug 1: C1=C(C(=O)NC(=O)N1)N(CCCl)CCCl. Drug 2: CC1=C(C(CCC1)(C)C)C=CC(=CC=CC(=CC(=O)O)C)C. Cell line: ACHN. Synergy scores: CSS=60.5, Synergy_ZIP=-5.86, Synergy_Bliss=-6.63, Synergy_Loewe=-1.00, Synergy_HSA=-0.402. (7) Drug 1: C1=C(C(=O)NC(=O)N1)N(CCCl)CCCl. Drug 2: CC(C)NC(=O)C1=CC=C(C=C1)CNNC.Cl. Cell line: UO-31. Synergy scores: CSS=17.5, Synergy_ZIP=-3.25, Synergy_Bliss=0.327, Synergy_Loewe=-3.12, Synergy_HSA=0.855.